From a dataset of Full USPTO retrosynthesis dataset with 1.9M reactions from patents (1976-2016). Predict the reactants needed to synthesize the given product. (1) Given the product [F:31][C:32]([F:43])([F:42])[C:33]([NH:2][C@H:3]1[CH2:4][C:5](=[O:23])[N:6]([C:8]2[CH:9]=[CH:10][C:11]([O:14][CH2:15][C:16]3[CH:21]=[CH:20][CH:19]=[C:18]([F:22])[CH:17]=3)=[CH:12][CH:13]=2)[CH2:7]1)=[O:34], predict the reactants needed to synthesize it. The reactants are: Cl.[NH2:2][C@@H:3]1[CH2:7][N:6]([C:8]2[CH:13]=[CH:12][C:11]([O:14][CH2:15][C:16]3[CH:21]=[CH:20][CH:19]=[C:18]([F:22])[CH:17]=3)=[CH:10][CH:9]=2)[C:5](=[O:23])[CH2:4]1.C(N(CC)CC)C.[F:31][C:32]([F:43])([F:42])[C:33](O[C:33](=[O:34])[C:32]([F:43])([F:42])[F:31])=[O:34]. (2) Given the product [C:1]([C:5]1[CH:6]=[C:7]([C:16](=[O:31])[CH2:17][O:18][C:19]2[CH:28]=[CH:27][C:22]([C:23]([O:25][CH3:26])=[O:24])=[CH:21][CH:20]=2)[CH:8]=[CH:9][C:10]=1[N:11]1[CH2:15][CH2:14][CH2:13][CH2:12]1)([CH3:4])([CH3:3])[CH3:2], predict the reactants needed to synthesize it. The reactants are: [C:1]([C:5]1[CH:6]=[C:7]([C:16](=NO)[CH2:17][O:18][C:19]2[CH:28]=[CH:27][C:22]([C:23]([O:25][CH3:26])=[O:24])=[CH:21][CH:20]=2)[CH:8]=[CH:9][C:10]=1[N:11]1[CH2:15][CH2:14][CH2:13][CH2:12]1)([CH3:4])([CH3:3])[CH3:2].[OH-:31].[Na+]. (3) Given the product [C:1]([O:5][C:6]([N:8]1[CH2:12][CH2:11][C:10]([O:14][C:15]([Cl:17])=[O:16])([CH3:13])[CH2:9]1)=[O:7])([CH3:4])([CH3:2])[CH3:3], predict the reactants needed to synthesize it. The reactants are: [C:1]([O:5][C:6]([N:8]1[CH2:12][CH2:11][C:10]([OH:14])([CH3:13])[CH2:9]1)=[O:7])([CH3:4])([CH3:3])[CH3:2].[C:15](Cl)([Cl:17])=[O:16]. (4) Given the product [NH:18]([C:12]([C:2]1[N:1]=[CH:6][C:5]([C:7]([O:9][CH2:10][CH3:11])=[O:8])=[N:4][CH:3]=1)=[O:14])[NH2:19], predict the reactants needed to synthesize it. The reactants are: [N:1]1[CH:6]=[C:5]([C:7]([O:9][CH2:10][CH3:11])=[O:8])[N:4]=[CH:3][C:2]=1[C:12]([O:14]CC)=O.O.[NH2:18][NH2:19]. (5) The reactants are: [CH:1]([C:3]1[CH:11]=[CH:10][C:6]([C:7]([OH:9])=O)=[CH:5][CH:4]=1)=[O:2].Cl.CN(C)CCCN=C=NCC.O.O[N:26]1[C:30]2[CH:31]=CC=[CH:34][C:29]=2N=N1.C[N:36]1[CH2:41][CH2:40]O[CH2:38][CH2:37]1. Given the product [CH:30]([N:26]1[CH2:40][CH2:41][N:36]([C:7]([C:6]2[CH:5]=[CH:4][C:3]([CH:1]=[O:2])=[CH:11][CH:10]=2)=[O:9])[CH2:37][CH2:38]1)([CH2:29][CH3:34])[CH3:31], predict the reactants needed to synthesize it. (6) Given the product [Br:1][C:2]1[CH:11]=[CH:10][C:9]2[C:4](=[CH:5][CH:6]=[C:7]([O:12][C@H:19]3[CH2:20][CH2:21][C@@H:16]([CH:13]([CH3:15])[CH3:14])[CH2:17][CH2:18]3)[CH:8]=2)[CH:3]=1, predict the reactants needed to synthesize it. The reactants are: [Br:1][C:2]1[CH:3]=[C:4]2[C:9](=[CH:10][CH:11]=1)[CH:8]=[C:7]([OH:12])[CH:6]=[CH:5]2.[CH:13]([C@H:16]1[CH2:21][CH2:20][C@H:19](O)[CH2:18][CH2:17]1)([CH3:15])[CH3:14].C1C=CC(P(C2C=CC=CC=2)C2C=CC=CC=2)=CC=1.CC(OC(/N=N/C(OC(C)C)=O)=O)C. (7) The reactants are: [CH3:1][S:2](Cl)(=[O:4])=[O:3].[F:6][C:7]1[CH:8]=[CH:9][CH:10]=[C:11]2[C:16]=1[N:15]=[C:14]([CH2:17][OH:18])[C:13]([C:19]1[CH:24]=[CH:23][CH:22]=[CH:21][C:20]=1[S:25]([CH3:28])(=[O:27])=[O:26])=[CH:12]2.C(N(CC)CC)C.S([O-])([O-])(=O)=O.[Mg+2]. Given the product [CH3:1][S:2]([O:18][CH2:17][C:14]1[C:13]([C:19]2[CH:24]=[CH:23][CH:22]=[CH:21][C:20]=2[S:25]([CH3:28])(=[O:27])=[O:26])=[CH:12][C:11]2[C:16](=[C:7]([F:6])[CH:8]=[CH:9][CH:10]=2)[N:15]=1)(=[O:4])=[O:3], predict the reactants needed to synthesize it. (8) Given the product [Cl:20][C:14]1[CH:15]=[C:16]([F:19])[CH:17]=[CH:18][C:13]=1[CH:11]1[CH2:12][N:8]([C:30]2[CH:35]=[C:34]([Cl:36])[N:33]=[CH:32][N:31]=2)[CH2:9][CH:10]1[NH:21][C:22](=[O:28])[O:23][C:24]([CH3:26])([CH3:25])[CH3:27], predict the reactants needed to synthesize it. The reactants are: C([N:8]1[CH2:12][CH:11]([C:13]2[CH:18]=[CH:17][C:16]([F:19])=[CH:15][C:14]=2[Cl:20])[CH:10]([NH:21][C:22](=[O:28])[O:23][C:24]([CH3:27])([CH3:26])[CH3:25])[CH2:9]1)C1C=CC=CC=1.Cl[C:30]1[CH:35]=[C:34]([Cl:36])[N:33]=[CH:32][N:31]=1. (9) Given the product [CH3:1][S:2]([C:5]1[CH:6]=[CH:7][C:8]([CH:11]2[O:30][C:53](=[O:55])[NH:50][CH:12]2[CH2:16][C:17]2[CH:22]=[CH:21][CH:20]=[C:19]([O:23][C:24]([F:28])([F:29])[CH:25]([F:27])[F:26])[CH:18]=2)=[CH:9][CH:10]=1)(=[O:3])=[O:4], predict the reactants needed to synthesize it. The reactants are: [CH3:1][S:2]([C:5]1[CH:10]=[CH:9][C:8]([CH:11]([OH:30])[CH:12]([CH2:16][C:17]2[CH:22]=[CH:21][CH:20]=[C:19]([O:23][C:24]([F:29])([F:28])[CH:25]([F:27])[F:26])[CH:18]=2)C(O)=O)=[CH:7][CH:6]=1)(=[O:4])=[O:3].C1(P(N=[N+]=[N-])(C2C=CC=CC=2)=O)C=CC=CC=1.C([N:50]([CH2:53]C)CC)C.[OH2:55].